This data is from Reaction yield outcomes from USPTO patents with 853,638 reactions. The task is: Predict the reaction yield, written as a fraction of the theoretical maximum amount of product (1.0 means a 100% yield; for example, 0.34 means a 34% yield). The reactants are Br[C:2]1[CH:10]=[C:9]2[C:5]([CH:6]=[N:7][N:8]2[CH:11]2[CH2:16][CH2:15][CH2:14][CH2:13][O:12]2)=[CH:4][C:3]=1[O:17][C:18]1[CH:23]=[CH:22][C:21]([N+:24]([O-:26])=[O:25])=[CH:20][C:19]=1[F:27].[N:28]1[CH:33]=[CH:32][C:31](B(O)O)=[CH:30][CH:29]=1.[F-].[Cs+].[NH4+].[Cl-]. The catalyst is O1CCOCC1.C1C=CC(P(C2C=CC=CC=2)[C-]2C=CC=C2)=CC=1.C1C=CC(P(C2C=CC=CC=2)[C-]2C=CC=C2)=CC=1.Cl[Pd]Cl.[Fe+2].CCOC(C)=O. The product is [F:27][C:19]1[CH:20]=[C:21]([N+:24]([O-:26])=[O:25])[CH:22]=[CH:23][C:18]=1[O:17][C:3]1[CH:4]=[C:5]2[C:9](=[CH:10][C:2]=1[C:31]1[CH:32]=[CH:33][N:28]=[CH:29][CH:30]=1)[N:8]([CH:11]1[CH2:16][CH2:15][CH2:14][CH2:13][O:12]1)[N:7]=[CH:6]2. The yield is 0.560.